Dataset: Catalyst prediction with 721,799 reactions and 888 catalyst types from USPTO. Task: Predict which catalyst facilitates the given reaction. Reactant: [NH:1]1[C:5]2=[CH:6][N:7]=[CH:8][CH:9]=[C:4]2[CH:3]=[C:2]1[C:10](=[N:12][OH:13])[CH3:11].[H-].[Na+].[C:16]([NH:23][CH2:24][CH2:25][CH2:26]Cl)([O:18][C:19]([CH3:22])([CH3:21])[CH3:20])=[O:17]. Product: [C:11]1([C:10](=[N:12][O:13][CH2:26][CH2:25][CH2:24][NH:23][C:16](=[O:17])[O:18][C:19]([CH3:22])([CH3:21])[CH3:20])[C:2]2[NH:1][C:5]3=[CH:6][N:7]=[CH:8][CH:9]=[C:4]3[CH:3]=2)[CH:11]=[CH:10][CH:2]=[CH:3][CH:4]=1. The catalyst class is: 9.